From a dataset of Reaction yield outcomes from USPTO patents with 853,638 reactions. Predict the reaction yield, written as a fraction of the theoretical maximum amount of product (1.0 means a 100% yield; for example, 0.34 means a 34% yield). (1) The product is [Cl:1][C:2]1[C:3]([N:9]2[CH:13]=[C:12]([CH2:14][CH2:15][CH2:16][O:17][C:18]3[C:23]([CH2:24][CH3:25])=[CH:22][CH:21]=[CH:20][C:19]=3[CH2:26][C:27]([OH:29])=[O:28])[C:11]([CH:31]([CH3:32])[CH3:33])=[N:10]2)=[N:4][CH:5]=[C:6]([Cl:8])[CH:7]=1. The reactants are [Cl:1][C:2]1[C:3]([N:9]2[CH:13]=[C:12]([CH2:14][CH2:15][CH2:16][O:17][C:18]3[C:23]([CH2:24][CH3:25])=[CH:22][CH:21]=[CH:20][C:19]=3[CH2:26][C:27]([O:29]C)=[O:28])[C:11]([CH:31]([CH3:33])[CH3:32])=[N:10]2)=[N:4][CH:5]=[C:6]([Cl:8])[CH:7]=1.[OH-].[Na+].O1CCCC1.Cl. The catalyst is CO. The yield is 0.810. (2) The reactants are [C:1]1([CH2:7][CH2:8][CH:9]=O)[CH:6]=[CH:5][CH:4]=[CH:3][CH:2]=1.C1C=CC=CC=1.[C:17]([NH:21][OH:22])([CH3:20])([CH3:19])[CH3:18]. The catalyst is C(Cl)(Cl)Cl. The product is [C:17]([N+:21]([O-:22])=[CH:9][CH2:8][CH2:7][C:1]1[CH:6]=[CH:5][CH:4]=[CH:3][CH:2]=1)([CH3:20])([CH3:19])[CH3:18]. The yield is 0.451. (3) The catalyst is C1(C)C=CC=CC=1.C(OCC)(=O)C.[Fe]. The reactants are [F:1][C:2]([F:31])([F:30])[C:3]1[CH:4]=[C:5]([CH:27]=[CH:28][CH:29]=1)[CH2:6][O:7][N:8]=[C:9]1[CH2:14][CH2:13][N:12]([S:15]([C:18]2[CH:23]=[CH:22][C:21]([N+:24]([O-])=O)=[CH:20][CH:19]=2)(=[O:17])=[O:16])[CH2:11][CH2:10]1.[NH4+].[Cl-].O. The product is [F:31][C:2]([F:1])([F:30])[C:3]1[CH:4]=[C:5]([CH:27]=[CH:28][CH:29]=1)[CH2:6][O:7][N:8]=[C:9]1[CH2:10][CH2:11][N:12]([S:15]([C:18]2[CH:23]=[CH:22][C:21]([NH2:24])=[CH:20][CH:19]=2)(=[O:16])=[O:17])[CH2:13][CH2:14]1. The yield is 0.950. (4) The reactants are [Cl:1][C:2]1[CH:3]=[C:4]([NH:16][CH2:17][N:18](SC)[C:19]#[N:20])[CH:5]=[C:6]([Cl:15])[C:7]=1[N:8]1[CH:13]=[CH:12][CH:11]=[CH:10][C:9]1=[O:14].[NH2:23][NH2:24]. The catalyst is CCO. The product is [NH2:20][C:19]1[NH:24][N:23]=[C:17]([NH:16][C:4]2[CH:3]=[C:2]([Cl:1])[C:7]([N:8]3[CH:13]=[CH:12][CH:11]=[CH:10][C:9]3=[O:14])=[C:6]([Cl:15])[CH:5]=2)[N:18]=1. The yield is 0.190. (5) The reactants are [F:1][C:2]1[CH:10]=[CH:9][C:8]([C@@:11]([NH:33][C:34](=O)[C:35]2[CH:40]=[CH:39][C:38]([F:41])=[C:37]([C:42]([F:45])([F:44])[F:43])[CH:36]=2)([C:19]2[CH:24]=[C:23]([O:25][C:26]([F:31])([F:30])[CH:27]([F:29])[F:28])[CH:22]=[C:21]([F:32])[CH:20]=2)[CH2:12][C:13]2[CH:18]=[CH:17][CH:16]=[CH:15][CH:14]=2)=[CH:7][C:3]=1[C:4](O)=[O:5].OC1C2N=NNC=2C=CC=1.CCN=C=NCCCN(C)C.[OH2:68].[NH2:69][NH2:70]. The catalyst is ClCCl. The product is [F:41][C:38]1[CH:39]=[CH:40][C:35]([C:34]([NH:33][C@:11]([C:8]2[CH:9]=[CH:10][C:2]([F:1])=[C:3]([C:4]([NH:69][NH2:70])=[O:5])[CH:7]=2)([C:19]2[CH:24]=[C:23]([O:25][C:26]([F:31])([F:30])[CH:27]([F:28])[F:29])[CH:22]=[C:21]([F:32])[CH:20]=2)[CH2:12][C:13]2[CH:18]=[CH:17][CH:16]=[CH:15][CH:14]=2)=[O:68])=[CH:36][C:37]=1[C:42]([F:45])([F:44])[F:43]. The yield is 0.810. (6) The reactants are [NH:1]1[C:9]2[C:4](=[CH:5][CH:6]=[C:7]([C:10]([OH:12])=[O:11])[CH:8]=2)[CH:3]=[CH:2]1.[C:13](=O)([O-])[O-].[K+].[K+].IC.O. The catalyst is CN(C)C=O.CCCCCC. The product is [NH:1]1[C:9]2[C:4](=[CH:5][CH:6]=[C:7]([C:10]([O:12][CH3:13])=[O:11])[CH:8]=2)[CH:3]=[CH:2]1. The yield is 0.870. (7) The reactants are [CH3:1][C:2](=[CH2:16])[CH2:3][CH2:4][O:5][C:6]1[CH:7]=[C:8]([NH:12][C:13](=[O:15])[CH3:14])[CH:9]=[CH:10][CH:11]=1.[Al+3].[Cl-].[Cl-].[Cl-].O. The catalyst is FC1C=CC=CC=1. The product is [CH3:16][C:2]1([CH3:1])[C:11]2[C:6](=[CH:7][C:8]([NH:12][C:13](=[O:15])[CH3:14])=[CH:9][CH:10]=2)[O:5][CH2:4][CH2:3]1. The yield is 0.540.